Dataset: Reaction yield outcomes from USPTO patents with 853,638 reactions. Task: Predict the reaction yield, written as a fraction of the theoretical maximum amount of product (1.0 means a 100% yield; for example, 0.34 means a 34% yield). (1) The reactants are [C:1]([N:3]1[CH2:8][CH2:7][N:6]([C:9]([O:11][C:12]([CH3:15])([CH3:14])[CH3:13])=[O:10])[CH2:5][CH2:4]1)#[N:2].[NH2:16][OH:17]. The catalyst is C(O)C. The product is [OH:17][NH:16][C:1](=[NH:2])[N:3]1[CH2:4][CH2:5][N:6]([C:9]([O:11][C:12]([CH3:14])([CH3:13])[CH3:15])=[O:10])[CH2:7][CH2:8]1. The yield is 0.830. (2) The reactants are [CH3:1][O:2][C:3]1[CH:4]=[C:5](/[CH:11]=[CH:12]/[C:13]#[N:14])[CH:6]=[C:7]([O:9][CH3:10])[CH:8]=1.I[C:16]1[CH:21]=[CH:20][C:19]2[O:22][CH2:23][O:24][C:18]=2[CH:17]=1.CC([O-])=O.[K+].CN(C=O)C. The catalyst is [Br-].C([N+](CCCC)(CCCC)CCCC)CCC.CC([O-])=O.CC([O-])=O.[Pd+2].CCCCCC.CCOCC. The product is [O:22]1[C:19]2[CH:20]=[CH:21][C:16]([C:11]([C:5]3[CH:6]=[C:7]([O:9][CH3:10])[CH:8]=[C:3]([O:2][CH3:1])[CH:4]=3)=[CH:12][C:13]#[N:14])=[CH:17][C:18]=2[O:24][CH2:23]1. The yield is 0.310.